This data is from Full USPTO retrosynthesis dataset with 1.9M reactions from patents (1976-2016). The task is: Predict the reactants needed to synthesize the given product. (1) Given the product [O:16]1[CH:17]=[CH:18][CH:19]=[C:15]1[C:10]1[N:11]=[C:12]([NH:14][C:23]([CH:20]2[CH2:22][CH2:21]2)=[O:24])[S:13][C:9]=1[C:7]([CH:4]1[CH2:5][CH2:6][O:1][CH2:2][CH2:3]1)=[O:8], predict the reactants needed to synthesize it. The reactants are: [O:1]1[CH2:6][CH2:5][CH:4]([C:7]([C:9]2[S:13][C:12]([NH2:14])=[N:11][C:10]=2[C:15]2[O:16][CH:17]=[CH:18][CH:19]=2)=[O:8])[CH2:3][CH2:2]1.[CH:20]1([C:23](Cl)=[O:24])[CH2:22][CH2:21]1.O. (2) Given the product [CH2:2]([O-:5])[CH2:3][CH3:4].[CH2:2]([O-:5])[CH2:3][CH3:4].[Mg+2:1], predict the reactants needed to synthesize it. The reactants are: [Mg:1].[CH2:2]([OH:5])[CH2:3][CH3:4]. (3) Given the product [CH:25]1([CH2:24][NH:23][S:14]([C:11]2[S:12][CH:13]=[C:9]([NH:8][C:5]3[N:4]=[C:3]([NH:18][CH:19]([CH3:22])[CH2:20][OH:21])[C:2]([Br:1])=[CH:7][N:6]=3)[CH:10]=2)(=[O:16])=[O:15])[CH2:27][CH2:26]1, predict the reactants needed to synthesize it. The reactants are: [Br:1][C:2]1[C:3]([NH:18][C@H:19]([CH3:22])[CH2:20][OH:21])=[N:4][C:5]([NH:8][C:9]2[CH:10]=[C:11]([S:14](F)(=[O:16])=[O:15])[S:12][CH:13]=2)=[N:6][CH:7]=1.[NH2:23][CH2:24][CH:25]1[CH2:27][CH2:26]1.C(N(CC)CC)C. (4) Given the product [CH3:2][O:3][C:4](=[O:14])[C:5]1[CH:10]=[C:9]([S:11][CH3:12])[CH:8]=[C:7]([NH:13][S:25]([CH2:24][CH2:23][CH2:22][Cl:21])(=[O:27])=[O:26])[CH:6]=1, predict the reactants needed to synthesize it. The reactants are: Cl.[CH3:2][O:3][C:4](=[O:14])[C:5]1[CH:10]=[C:9]([S:11][CH3:12])[CH:8]=[C:7]([NH2:13])[CH:6]=1.N1C=CC=CC=1.[Cl:21][CH2:22][CH2:23][CH2:24][S:25](Cl)(=[O:27])=[O:26]. (5) Given the product [NH2:18][C@H:19]([C:25]([C@@:27]1([N:36]2[C:46]3[N:45]=[C:43]([NH2:44])[NH:42][C:40](=[O:41])[C:39]=3[N:38]=[CH:37]2)[O:35][C@H:32]([CH2:33][OH:34])[C@@H:30]([OH:31])[C@H:28]1[OH:29])=[O:26])[CH2:20][CH2:21][CH2:22][CH2:23][NH2:24], predict the reactants needed to synthesize it. The reactants are: C([NH:18][C@H:19]([C:25]([C@@:27]1([N:36]2[C:46]3[N:45]=[C:43]([NH2:44])[NH:42][C:40](=[O:41])[C:39]=3[N:38]=[CH:37]2)[O:35][C@H:32]([CH2:33][OH:34])[C@@H:30]([OH:31])[C@H:28]1[OH:29])=[O:26])[CH2:20][CH2:21][CH2:22][CH2:23][NH2:24])(OCC1C2C(=CC=CC=2)C2C1=CC=CC=2)=O.N1CCCCC1.